Task: Predict the reaction yield, written as a fraction of the theoretical maximum amount of product (1.0 means a 100% yield; for example, 0.34 means a 34% yield).. Dataset: Reaction yield outcomes from USPTO patents with 853,638 reactions (1) The yield is 0.670. The reactants are [F:1][C:2]([Si](C)(C)C)([F:4])[F:3].[Br:9][C:10]1[CH:15]=[CH:14][C:13]([CH:16]([CH3:30])[C:17]([C:19]2[CH:20]=[CH:21][C:22]3[O:26][C:25](=[O:27])[N:24]([CH3:28])[C:23]=3[CH:29]=2)=[O:18])=[C:12]([Cl:31])[CH:11]=1.O.O.O.[F-].C([N+](CCCC)(CCCC)CCCC)CCC.[F-].C([N+](CCCC)(CCCC)CCCC)CCC. The catalyst is C1COCC1. The product is [Br:9][C:10]1[CH:15]=[CH:14][C:13]([CH:16]([CH3:30])[C:17]([C:19]2[CH:20]=[CH:21][C:22]3[O:26][C:25](=[O:27])[N:24]([CH3:28])[C:23]=3[CH:29]=2)([OH:18])[C:2]([F:4])([F:3])[F:1])=[C:12]([Cl:31])[CH:11]=1. (2) The reactants are [NH2:1][C:2]1[N:7]=[CH:6][C:5]([C:8]2[CH:9]=[C:10]([NH2:19])[C:11]([NH:14][C:15]([CH3:18])([CH3:17])[CH3:16])=[CH:12][CH:13]=2)=[CH:4][N:3]=1.[CH:20]([C:23]1[N:27]=[C:26]([C:28]2[CH:35]=[CH:34][CH:33]=[CH:32][C:29]=2[CH:30]=O)[O:25][N:24]=1)([CH3:22])[CH3:21].OOS([O-])=O.[K+]. The catalyst is CN(C=O)C.O. The product is [C:15]([N:14]1[C:11]2[CH:12]=[CH:13][C:8]([C:5]3[CH:4]=[N:3][C:2]([NH2:1])=[N:7][CH:6]=3)=[CH:9][C:10]=2[N:19]=[C:30]1[C:29]1[CH:32]=[CH:33][CH:34]=[CH:35][C:28]=1[C:26]1[O:25][N:24]=[C:23]([CH:20]([CH3:22])[CH3:21])[N:27]=1)([CH3:16])([CH3:18])[CH3:17]. The yield is 0.440. (3) The reactants are [CH3:1][O:2][C:3]1[CH:8]=[CH:7][C:6]([C:9]2([C:12]([OH:14])=[O:13])[CH2:11][CH2:10]2)=[CH:5][CH:4]=1.O.[C:16]1(C)C=CC(S(O)(=O)=O)=CC=1. The catalyst is CO. The product is [CH3:16][O:13][C:12]([C:9]1([C:6]2[CH:5]=[CH:4][C:3]([O:2][CH3:1])=[CH:8][CH:7]=2)[CH2:10][CH2:11]1)=[O:14]. The yield is 0.990. (4) The reactants are [CH3:1][C:2]1[N:7]=[C:6]([C:8]([OH:10])=O)[CH:5]=[C:4]([O:11][C:12]2[CH:13]=[N:14][CH:15]=[N:16][CH:17]=2)[CH:3]=1.[F:18][C:19]1[CH:20]=[CH:21][C:22]([NH2:25])=[N:23][CH:24]=1.P(Cl)(Cl)(Cl)=O. The catalyst is N1C=CC=CC=1. The product is [F:18][C:19]1[CH:20]=[CH:21][C:22]([NH:25][C:8](=[O:10])[C:6]2[CH:5]=[C:4]([O:11][C:12]3[CH:13]=[N:14][CH:15]=[N:16][CH:17]=3)[CH:3]=[C:2]([CH3:1])[N:7]=2)=[N:23][CH:24]=1. The yield is 0.360. (5) The yield is 0.530. The reactants are Cl[C:2]1[CH:7]=[CH:6][N:5]=[C:4]([N:8]2[C:20](=[O:21])[C:19]3[N:11]([C:12]4[C@@H:13]5[CH2:22][C@H:16]([C:17]=4[CH:18]=3)[CH2:15][CH2:14]5)[CH2:10][CH2:9]2)[C:3]=1[CH:23]=[O:24].[CH3:25][N:26]1[CH:31]=[C:30](B2OC(C)(C)C(C)(C)O2)[CH:29]=[C:28]([NH:41][C:42]2[CH:51]=[C:45]3[CH2:46][N:47]([CH3:50])[CH2:48][CH2:49][N:44]3[N:43]=2)[C:27]1=[O:52].C([O-])(=O)C.[Na+].[O-]P([O-])([O-])=O.[K+].[K+].[K+]. The product is [CH3:25][N:26]1[C:27](=[O:52])[C:28]([NH:41][C:42]2[CH:51]=[C:45]3[CH2:46][N:47]([CH3:50])[CH2:48][CH2:49][N:44]3[N:43]=2)=[CH:29][C:30]([C:2]2[CH:7]=[CH:6][N:5]=[C:4]([N:8]3[C:20](=[O:21])[C:19]4[N:11]([C:12]5[C@@H:13]6[CH2:22][C@H:16]([C:17]=5[CH:18]=4)[CH2:15][CH2:14]6)[CH2:10][CH2:9]3)[C:3]=2[CH:23]=[O:24])=[CH:31]1. The catalyst is C1C=CC(P(C2C=CC=CC=2)[C-]2C=CC=C2)=CC=1.C1C=CC(P(C2C=CC=CC=2)[C-]2C=CC=C2)=CC=1.Cl[Pd]Cl.[Fe+2].O.C(#N)C.